Dataset: Full USPTO retrosynthesis dataset with 1.9M reactions from patents (1976-2016). Task: Predict the reactants needed to synthesize the given product. Given the product [O:1]1[C:6]2[CH:7]=[CH:8][C:9]([S:11][C:12]3[CH:17]=[CH:16][C:15](/[CH:18]=[CH:19]/[C:20]([N:22]4[CH2:27][CH2:26][N:25]([C:37]([O:39][CH3:40])=[O:38])[CH2:24][CH:23]4[C:28]([OH:30])=[O:29])=[O:21])=[CH:14][C:13]=3[C:32]([F:35])([F:33])[F:34])=[CH:10][C:5]=2[O:4][CH2:3][CH2:2]1, predict the reactants needed to synthesize it. The reactants are: [O:1]1[C:6]2[CH:7]=[CH:8][C:9]([S:11][C:12]3[CH:17]=[CH:16][C:15](/[CH:18]=[CH:19]/[C:20]([N:22]4[CH2:27][CH2:26][NH:25][CH2:24][CH:23]4[C:28]([O:30]C)=[O:29])=[O:21])=[CH:14][C:13]=3[C:32]([F:35])([F:34])[F:33])=[CH:10][C:5]=2[O:4][CH2:3][CH2:2]1.Cl[C:37]([O:39][CH3:40])=[O:38].N1C=CC=CC=1.[OH-].[Na+].CCO.